This data is from Catalyst prediction with 721,799 reactions and 888 catalyst types from USPTO. The task is: Predict which catalyst facilitates the given reaction. (1) Reactant: Cl[C:2]([C:22]1[CH:27]=[N:26][CH:25]=[CH:24][N:23]=1)([CH3:21])[CH2:3][N:4]1[C:16]2[CH2:15][CH2:14][N:13]3[CH2:17][CH2:18][CH2:19][CH:12]3[C:11]=2[C:10]2[CH:9]=[C:8]([CH3:20])[CH:7]=[CH:6][C:5]1=2.[CH3:28][NH:29][CH3:30]. Product: [CH3:28][N:29]([CH3:30])[C:2]([CH3:21])([C:22]1[CH:27]=[N:26][CH:25]=[CH:24][N:23]=1)[CH2:3][N:4]1[C:16]2[CH2:15][CH2:14][N:13]3[CH2:17][CH2:18][CH2:19][CH:12]3[C:11]=2[C:10]2[CH:9]=[C:8]([CH3:20])[CH:7]=[CH:6][C:5]1=2. The catalyst class is: 6. (2) Reactant: [Cl:1][C:2]1[CH:3]=[C:4]2[CH:10]=[C:9]([C:11]([OH:13])=O)[NH:8][C:5]2=[CH:6][N:7]=1.CCN(C(C)C)C(C)C.C1C=CC2N(O)N=NC=2C=1.CCN=C=NCCCN(C)C.[C:44]1([CH2:50][C:51]([NH:53][NH2:54])=[O:52])[CH:49]=[CH:48][CH:47]=[CH:46][CH:45]=1. Product: [C:44]1([CH2:50][C:51]([NH:53][NH:54][C:11]([C:9]2[NH:8][C:5]3=[CH:6][N:7]=[C:2]([Cl:1])[CH:3]=[C:4]3[CH:10]=2)=[O:13])=[O:52])[CH:49]=[CH:48][CH:47]=[CH:46][CH:45]=1. The catalyst class is: 3. (3) Reactant: [Br:1][C:2]1[CH:3]=[C:4]([NH2:9])[C:5]([Cl:8])=[N:6][CH:7]=1.[Li+].C[Si]([N-][Si](C)(C)C)(C)C.[CH3:20][O:21][C:22]1[CH:27]=[CH:26][C:25]([S:28](Cl)(=[O:30])=[O:29])=[CH:24][CH:23]=1. Product: [Br:1][C:2]1[CH:3]=[C:4]([NH:9][S:28]([C:25]2[CH:24]=[CH:23][C:22]([O:21][CH3:20])=[CH:27][CH:26]=2)(=[O:30])=[O:29])[C:5]([Cl:8])=[N:6][CH:7]=1. The catalyst class is: 1. (4) Reactant: C[O:2][C:3]([C:5]1[C:6](=[O:17])[NH:7][C:8]2[C:13]([CH:14]=1)=[CH:12][N:11]=[C:10]([O:15][CH3:16])[CH:9]=2)=[O:4].[OH-].[Na+]. Product: [CH3:16][O:15][C:10]1[CH:9]=[C:8]2[C:13]([CH:14]=[C:5]([C:3]([OH:4])=[O:2])[C:6](=[O:17])[NH:7]2)=[CH:12][N:11]=1. The catalyst class is: 24.